This data is from Forward reaction prediction with 1.9M reactions from USPTO patents (1976-2016). The task is: Predict the product of the given reaction. Given the reactants [CH2:1]([N:8]1[C:12]2([CH2:17][CH2:16][N:15]([C:18](=[O:27])[CH2:19][O:20][C:21]3[CH:26]=[CH:25][CH:24]=[CH:23][CH:22]=3)[CH2:14][CH2:13]2)[NH:11][C@@H:10]([CH2:28][C:29]2[CH:34]=[CH:33][CH:32]=[CH:31][CH:30]=2)[C:9]1=[O:35])[C:2]1[CH:7]=[CH:6][CH:5]=[CH:4][CH:3]=1.O.C[Si]([Cl:41])(C)C.CCOCC, predict the reaction product. The product is: [ClH:41].[CH2:1]([N:8]1[C:12]2([CH2:17][CH2:16][N:15]([C:18](=[O:27])[CH2:19][O:20][C:21]3[CH:22]=[CH:23][CH:24]=[CH:25][CH:26]=3)[CH2:14][CH2:13]2)[NH:11][C@@H:10]([CH2:28][C:29]2[CH:30]=[CH:31][CH:32]=[CH:33][CH:34]=2)[C:9]1=[O:35])[C:2]1[CH:7]=[CH:6][CH:5]=[CH:4][CH:3]=1.